This data is from Forward reaction prediction with 1.9M reactions from USPTO patents (1976-2016). The task is: Predict the product of the given reaction. Given the reactants [Cl:1][C:2]1[CH:7]=[C:6]([C:8](O)([OH:12])[CH:9]([F:11])[F:10])[CH:5]=[C:4]([Cl:14])[C:3]=1[NH:15][C:16]1[C:25]2[CH:26]=[CH:27][NH:28][C:29](=[O:30])[C:24]=2[C:23]2[C:18](=[CH:19][CH:20]=[N:21][CH:22]=2)[N:17]=1.ClC1C=C(C(O)(OC)C(F)F)C=C(Cl)C=1NC1C2C=CNC(=O)C=2C2C(=CC=NC=2)N=1.[BH4-].[Na+], predict the reaction product. The product is: [Cl:14][C:4]1[CH:5]=[C:6]([C@H:8]([OH:12])[CH:9]([F:11])[F:10])[CH:7]=[C:2]([Cl:1])[C:3]=1[NH:15][C:16]1[C:25]2[CH:26]=[CH:27][NH:28][C:29](=[O:30])[C:24]=2[C:23]2[C:18](=[CH:19][CH:20]=[N:21][CH:22]=2)[N:17]=1.